Predict which catalyst facilitates the given reaction. From a dataset of Catalyst prediction with 721,799 reactions and 888 catalyst types from USPTO. (1) Reactant: Br[C:2]1[C:10]([O:11][CH3:12])=[CH:9][C:8]([O:13][CH3:14])=[C:7]2[C:3]=1[CH2:4][N:5]([CH2:16][C:17]1[CH:22]=[CH:21][C:20]([O:23][C:24]([F:27])([F:26])[F:25])=[CH:19][CH:18]=1)[C:6]2=[O:15].C([SnH](CCCC)CCCC)CCC.[F-].[K+]. Product: [CH3:12][O:11][C:10]1[CH:2]=[C:3]2[C:7](=[C:8]([O:13][CH3:14])[CH:9]=1)[C:6](=[O:15])[N:5]([CH2:16][C:17]1[CH:18]=[CH:19][C:20]([O:23][C:24]([F:26])([F:27])[F:25])=[CH:21][CH:22]=1)[CH2:4]2. The catalyst class is: 48. (2) Reactant: [NH:1]1[CH2:11][CH2:10][CH:4]([C:5]([O:7][CH2:8][CH3:9])=[O:6])[CH2:3][CH2:2]1.[F:12][C:13]([F:18])([F:17])[CH2:14][CH:15]=O.CC(O)=O.C([BH3-])#N.[Na+]. Product: [F:12][C:13]([F:18])([F:17])[CH2:14][CH2:15][N:1]1[CH2:2][CH2:3][CH:4]([C:5]([O:7][CH2:8][CH3:9])=[O:6])[CH2:10][CH2:11]1. The catalyst class is: 36. (3) Product: [NH2:1][C:2]1([CH2:15][CH2:16][OH:17])[C:11]2[C:6](=[CH:7][CH:8]=[C:9]([Br:12])[CH:10]=2)[CH2:5][C:4]([CH3:13])([CH3:14])[CH2:3]1. Reactant: [NH2:1][C:2]1([CH2:15][C:16](OC)=[O:17])[C:11]2[C:6](=[CH:7][CH:8]=[C:9]([Br:12])[CH:10]=2)[CH2:5][C:4]([CH3:14])([CH3:13])[CH2:3]1.[H-].[Al+3].[Li+].[H-].[H-].[H-]. The catalyst class is: 1. (4) Reactant: [NH2:1][C:2]1([C:14]([O:16][CH3:17])=[O:15])[CH2:7][CH2:6][C:5]([O:12][CH3:13])([C:8]([F:11])([F:10])[F:9])[CH2:4][CH2:3]1.C(N(CC)CC)C.[Cl:25][C:26]1[CH:31]=[CH:30][C:29]([C:32]2[CH:37]=[CH:36][C:35]([CH3:38])=[C:34]([CH2:39][C:40](Cl)=[O:41])[CH:33]=2)=[CH:28][C:27]=1[F:43]. Product: [Cl:25][C:26]1[CH:31]=[CH:30][C:29]([C:32]2[CH:37]=[CH:36][C:35]([CH3:38])=[C:34]([CH2:39][C:40]([NH:1][C:2]3([C:14]([O:16][CH3:17])=[O:15])[CH2:3][CH2:4][C:5]([O:12][CH3:13])([C:8]([F:11])([F:10])[F:9])[CH2:6][CH2:7]3)=[O:41])[CH:33]=2)=[CH:28][C:27]=1[F:43]. The catalyst class is: 4. (5) Reactant: C(N(CC)CC)C.FC(F)(F)C(O)=O.CO[C:17](=[O:27])[CH2:18][NH:19][C:20]([C@@H:22]1[CH2:26][CH2:25][CH2:24][NH:23]1)=[O:21]. Product: [C:20]1(=[O:21])[NH:19][CH2:18][C:17](=[O:27])[N:23]2[CH2:24][CH2:25][CH2:26][C@@H:22]12. The catalyst class is: 5. (6) Reactant: COC[O:4][C:5]1[CH:10]=[CH:9][C:8]([CH:11]=[CH:12][C:13](=[O:15])[CH3:14])=[CH:7][C:6]=1[O:16][CH3:17].[CH:18](=O)[C:19]1[CH:24]=[CH:23][CH:22]=[CH:21][CH:20]=1.[OH-].[Na+].O. Product: [OH:4][C:5]1[CH:10]=[CH:9][C:8]([CH:11]=[CH:12][C:13](=[O:15])[CH:14]=[CH:18][C:19]2[CH:24]=[CH:23][CH:22]=[CH:21][CH:20]=2)=[CH:7][C:6]=1[O:16][CH3:17]. The catalyst class is: 8. (7) Reactant: [CH3:1][C:2](=[N:4][OH:5])[CH3:3].CC(C)([O-])C.[K+].F[C:13]1[C:18]([C:19]([C:21]2[CH:26]=[CH:25][CH:24]=[CH:23][C:22]=2[CH:27]([O:31][CH2:32][CH3:33])[O:28][CH2:29][CH3:30])=[O:20])=[CH:17][CH:16]=[CH:15][N:14]=1. Product: [CH2:32]([O:31][CH:27]([O:28][CH2:29][CH3:30])[C:22]1[CH:23]=[CH:24][CH:25]=[CH:26][C:21]=1[C:19]([C:18]1[C:13]([O:5][N:4]=[C:2]([CH3:3])[CH3:1])=[N:14][CH:15]=[CH:16][CH:17]=1)=[O:20])[CH3:33]. The catalyst class is: 7.